This data is from Full USPTO retrosynthesis dataset with 1.9M reactions from patents (1976-2016). The task is: Predict the reactants needed to synthesize the given product. (1) Given the product [C:18]1([CH2:17][CH2:16][CH2:15][CH2:14][C:2]2([CH2:3][CH2:4][CH2:5][CH2:6][CH2:7][CH2:8][CH2:9][C:10]([O:12][CH3:13])=[O:11])[O:26][CH2:25][CH2:24][O:1]2)[CH:19]=[CH:20][CH:21]=[CH:22][CH:23]=1, predict the reactants needed to synthesize it. The reactants are: [O:1]=[C:2]([CH2:14][CH2:15][CH2:16][CH2:17][C:18]1[CH:23]=[CH:22][CH:21]=[CH:20][CH:19]=1)[CH2:3][CH2:4][CH2:5][CH2:6][CH2:7][CH2:8][CH2:9][C:10]([O:12][CH3:13])=[O:11].[CH2:24](O)[CH2:25][OH:26].C([O-])([O-])OC. (2) Given the product [O:1]=[C:2]([CH3:9])[CH2:3][CH2:4][CH2:5][C:6]([O:8][C:20]([CH3:23])([CH3:22])[CH3:21])=[O:7], predict the reactants needed to synthesize it. The reactants are: [O:1]=[C:2]([CH3:9])[CH2:3][CH2:4][CH2:5][C:6]([OH:8])=[O:7].C(=O)(O)[O-].[Na+].O.C(O[C:20]([CH3:23])([CH3:22])[CH3:21])(=O)C. (3) Given the product [CH:17]1([CH2:23][C:24]([N:12]2[CH2:11][CH2:10][N:9]([C:4]3[C:3]([C:2]([F:1])([F:15])[F:16])=[CH:8][CH:7]=[CH:6][N:5]=3)[CH2:14][CH2:13]2)=[O:25])[CH2:22][CH2:21][CH2:20][CH2:19][CH2:18]1, predict the reactants needed to synthesize it. The reactants are: [F:1][C:2]([F:16])([F:15])[C:3]1[C:4]([N:9]2[CH2:14][CH2:13][NH:12][CH2:11][CH2:10]2)=[N:5][CH:6]=[CH:7][CH:8]=1.[CH:17]1([CH2:23][C:24](O)=[O:25])[CH2:22][CH2:21][CH2:20][CH2:19][CH2:18]1.F[P-](F)(F)(F)(F)F.N1(O[P+](N(C)C)(N(C)C)N(C)C)C2C=CC=CC=2N=N1. (4) The reactants are: [C:1]([C:4]1[CH:21]=[CH:20][C:7]2[N:8]=[C:9]([C:11]3[CH:12]=[C:13]([S:16](O)(=[O:18])=[O:17])[S:14][CH:15]=3)[S:10][C:6]=2[CH:5]=1)(=[O:3])[CH3:2].P(Cl)(Cl)([Cl:24])=O.P(Cl)(Cl)(Cl)(Cl)Cl. Given the product [C:1]([C:4]1[CH:21]=[CH:20][C:7]2[N:8]=[C:9]([C:11]3[CH:12]=[C:13]([S:16]([Cl:24])(=[O:18])=[O:17])[S:14][CH:15]=3)[S:10][C:6]=2[CH:5]=1)(=[O:3])[CH3:2], predict the reactants needed to synthesize it. (5) Given the product [N:26]1[CH:31]=[CH:30][CH:29]=[C:28]([CH2:32][NH:33][C:17]([C:14]2[CH:13]=[C:12]([NH:11][C:9](=[O:10])[C:8]3[CH:20]=[C:21]([F:25])[C:22]([F:24])=[CH:23][C:7]=3[Cl:6])[NH:16][N:15]=2)=[O:19])[CH:27]=1, predict the reactants needed to synthesize it. The reactants are: [N-]1C=CN=C1.[Cl:6][C:7]1[CH:23]=[C:22]([F:24])[C:21]([F:25])=[CH:20][C:8]=1[C:9]([NH:11][C:12]1[NH:16][N:15]=[C:14]([C:17]([OH:19])=O)[CH:13]=1)=[O:10].[N:26]1[CH:31]=[CH:30][CH:29]=[C:28]([CH2:32][NH2:33])[CH:27]=1.O.C(=O)([O-])O.[Na+].